This data is from Catalyst prediction with 721,799 reactions and 888 catalyst types from USPTO. The task is: Predict which catalyst facilitates the given reaction. (1) Reactant: [F:1][C:2]1[C:3]([N:18]2[C:23](=[O:24])[CH:22]=[C:21]([C:25]([F:28])([F:27])[F:26])[N:20]([CH3:29])[C:19]2=[O:30])=[CH:4][C:5]([O:9][C:10]2[CH:15]=[CH:14][CH:13]=[C:12]([O:16][CH3:17])[CH:11]=2)=[C:6](Br)[CH:7]=1.[Cu](C#N)[C:32]#[N:33].CN1CCCC1=O. Product: [F:1][C:2]1[C:3]([N:18]2[C:23](=[O:24])[CH:22]=[C:21]([C:25]([F:28])([F:27])[F:26])[N:20]([CH3:29])[C:19]2=[O:30])=[CH:4][C:5]([O:9][C:10]2[CH:15]=[CH:14][CH:13]=[C:12]([O:16][CH3:17])[CH:11]=2)=[C:6]([C:32]#[N:33])[CH:7]=1. The catalyst class is: 6. (2) Reactant: C([O:8][C:9]1[CH:14]=[CH:13][C:12]([S:15]([NH:18][CH2:19][CH2:20][O:21][CH2:22][CH2:23][O:24][CH2:25][CH2:26][NH:27][C:28](=[O:33])[C:29]([F:32])([F:31])[F:30])(=[O:17])=[O:16])=[CH:11][CH:10]=1)C1C=CC=CC=1. Product: [F:32][C:29]([F:30])([F:31])[C:28]([NH:27][CH2:26][CH2:25][O:24][CH2:23][CH2:22][O:21][CH2:20][CH2:19][NH:18][S:15]([C:12]1[CH:13]=[CH:14][C:9]([OH:8])=[CH:10][CH:11]=1)(=[O:16])=[O:17])=[O:33]. The catalyst class is: 19. (3) Reactant: [CH3:1][O:2][C:3](=[O:12])[C:4]1[CH:9]=[CH:8][C:7](Br)=[C:6]([NH2:11])[CH:5]=1.[CH3:13][N:14](C=O)C. Product: [CH3:1][O:2][C:3](=[O:12])[C:4]1[CH:9]=[CH:8][C:7]([C:13]#[N:14])=[C:6]([NH2:11])[CH:5]=1. The catalyst class is: 267.